This data is from Forward reaction prediction with 1.9M reactions from USPTO patents (1976-2016). The task is: Predict the product of the given reaction. Given the reactants [Cl:1][C:2]1[C:7](=[O:8])[N:6]([C:9]2[CH:10]=[C:11]([CH:19]=[CH:20][C:21]=2[CH3:22])[C:12]([NH:14][CH2:15][C:16](N)=[O:17])=[O:13])[CH:5]=[N:4][C:3]=1[O:23][CH2:24][C:25]1[CH:30]=[CH:29][C:28]([F:31])=[CH:27][C:26]=1[F:32].Cl.NC[C:36](N)=[O:37], predict the reaction product. The product is: [Cl:1][C:2]1[C:7](=[O:8])[N:6]([C:9]2[CH:10]=[C:11]([CH:19]=[CH:20][C:21]=2[CH3:22])[C:12]([NH:14][CH2:15][C@H:16]([OH:17])[CH2:36][OH:37])=[O:13])[CH:5]=[N:4][C:3]=1[O:23][CH2:24][C:25]1[CH:30]=[CH:29][C:28]([F:31])=[CH:27][C:26]=1[F:32].